This data is from Peptide-MHC class I binding affinity with 185,985 pairs from IEDB/IMGT. The task is: Regression. Given a peptide amino acid sequence and an MHC pseudo amino acid sequence, predict their binding affinity value. This is MHC class I binding data. (1) The peptide sequence is QCGDPSSFDY. The MHC is HLA-A26:01 with pseudo-sequence HLA-A26:01. The binding affinity (normalized) is 0. (2) The peptide sequence is RELYYRLKF. The MHC is HLA-A30:01 with pseudo-sequence HLA-A30:01. The binding affinity (normalized) is 0.0847.